From a dataset of Peptide-MHC class II binding affinity with 134,281 pairs from IEDB. Regression. Given a peptide amino acid sequence and an MHC pseudo amino acid sequence, predict their binding affinity value. This is MHC class II binding data. (1) The peptide sequence is EKKYFAATQFPPLAA. The MHC is HLA-DQA10501-DQB10201 with pseudo-sequence HLA-DQA10501-DQB10201. The binding affinity (normalized) is 0.409. (2) The peptide sequence is IYEPTAAAIAYGLDR. The MHC is HLA-DQA10401-DQB10402 with pseudo-sequence HLA-DQA10401-DQB10402. The binding affinity (normalized) is 0.588. (3) The peptide sequence is IVALIIAIVVWTIV. The MHC is DRB1_0701 with pseudo-sequence DRB1_0701. The binding affinity (normalized) is 0.0424. (4) The peptide sequence is GELQIVDKIRAAFKI. The MHC is DRB1_0404 with pseudo-sequence DRB1_0404. The binding affinity (normalized) is 0.514. (5) The peptide sequence is QRGNFKGQKRIKCF. The MHC is DRB1_0401 with pseudo-sequence DRB1_0401. The binding affinity (normalized) is 0.144. (6) The binding affinity (normalized) is 0.595. The MHC is DRB1_1302 with pseudo-sequence DRB1_1302. The peptide sequence is YDKFLAPVSTVLTGK. (7) The peptide sequence is YVAWMSATAALAREA. The MHC is DRB1_1501 with pseudo-sequence DRB1_1501. The binding affinity (normalized) is 0.484. (8) The peptide sequence is QRGNFKGQKRIKCF. The MHC is DRB3_0101 with pseudo-sequence DRB3_0101. The binding affinity (normalized) is 0.137. (9) The peptide sequence is FSLSAAVKAGASLID. The MHC is DRB1_0301 with pseudo-sequence DRB1_0301. The binding affinity (normalized) is 0.182.